From a dataset of Forward reaction prediction with 1.9M reactions from USPTO patents (1976-2016). Predict the product of the given reaction. (1) Given the reactants N#N.Br[CH2:4][CH2:5][CH2:6][CH2:7][OH:8].[F:9][C@H:10]1[CH2:14][CH2:13][NH:12][CH2:11]1.C([O-])([O-])=O.[K+].[K+], predict the reaction product. The product is: [F:9][C@H:10]1[CH2:14][CH2:13][N:12]([CH2:4][CH2:5][CH2:6][CH2:7][OH:8])[CH2:11]1. (2) Given the reactants [CH3:1][NH:2][S:3]([C:6]1[CH:7]=[CH:8][C:9]2[S:13][C:12]([C:14]([C:19]#[N:20])=[C:15](OC)[CH3:16])=[N:11][C:10]=2[CH:21]=1)(=O)=[O:4].[OH2:22].[NH2:23][NH2:24], predict the reaction product. The product is: [CH3:1][NH:2][S:3]([C:6]1[CH:7]=[CH:8][C:9]2[S:13][C:12]([C:14]3[C:15]([CH3:16])=[N:23][NH:24][C:19]=3[NH2:20])=[N:11][C:10]=2[CH:21]=1)(=[O:4])=[O:22]. (3) Given the reactants [CH3:1][N:2]1[CH2:7][CH2:6][NH:5][CH2:4][CH2:3]1.C(N(CC)C(C)C)(C)C.[Cl:17][C:18]1[CH:23]=[CH:22][C:21]([S:24](Cl)(=[O:26])=[O:25])=[CH:20][C:19]=1[N+:28]([O-:30])=[O:29], predict the reaction product. The product is: [Cl:17][C:18]1[CH:23]=[CH:22][C:21]([S:24]([N:5]2[CH2:6][CH2:7][N:2]([CH3:1])[CH2:3][CH2:4]2)(=[O:26])=[O:25])=[CH:20][C:19]=1[N+:28]([O-:30])=[O:29]. (4) Given the reactants Cl.Cl.[NH2:3][CH2:4][C@@H:5]([OH:22])[CH2:6][N:7]1[CH2:12][CH2:11][CH:10]([O:13][C:14]2[CH:19]=[CH:18][C:17]([Cl:20])=[C:16]([Cl:21])[CH:15]=2)[CH2:9][CH2:8]1.CN(C)C(=N)N(C)C, predict the reaction product. The product is: [NH2:3][CH2:4][C@@H:5]([OH:22])[CH2:6][N:7]1[CH2:12][CH2:11][CH:10]([O:13][C:14]2[CH:19]=[CH:18][C:17]([Cl:20])=[C:16]([Cl:21])[CH:15]=2)[CH2:9][CH2:8]1. (5) Given the reactants Br[C:2]1[C:3]2[NH:7][C:6]([C:8](C3C(C)=CC(C)=CC=3C)=[C:9]3[N:35]=[C:12]([C:13](Br)=[C:14]4[NH:33][C:17](=[C:18](C5C(C)=CC(C)=CC=5C)[C:19]5[CH:20]=[CH:21][C:22]=1[N:23]=5)[CH:16]=[CH:15]4)[CH:11]=[CH:10]3)=[CH:5][CH:4]=2.C([C@@H]1COC(=O)N1)C1C=CC=CC=1.CC1(C)C2C(=C(P(C3C=CC=CC=3)C3C=CC=CC=3)C=CC=2)OC2C(P(C3C=CC=CC=3)C3C=CC=CC=3)=CC=CC1=2.C([O-])([O-])=O.[Cs+].[Cs+], predict the reaction product. The product is: [C:3]12[CH:2]=[C:22]3[N:23]=[C:19]([CH:20]=[CH:21]3)[CH:18]=[C:17]3[NH:33][C:14]([CH:15]=[CH:16]3)=[CH:13][C:12]3=[N:35][C:9]([CH:10]=[CH:11]3)=[CH:8][C:6]([NH:7]1)=[CH:5][CH:4]=2. (6) Given the reactants [NH2:1][C@H:2]1[CH2:7][CH2:6][CH2:5][CH2:4][C@H:3]1[NH:8][C:9]1[N:14]=[C:13]([NH:15][C:16]2C=N[CH:19]=[C:20](F)[CH:21]=2)[C:12]([C:23]([NH2:25])=[O:24])=[CH:11][N:10]=1.CC1C=C(N)[S:29][N:28]=1.NC1C=NC=C(F)C=1, predict the reaction product. The product is: [NH2:1][C@H:2]1[CH2:7][CH2:6][CH2:5][CH2:4][C@H:3]1[NH:8][C:9]1[N:14]=[C:13]([NH:15][C:16]2[S:29][N:28]=[C:20]([CH3:19])[CH:21]=2)[C:12]([C:23]([NH2:25])=[O:24])=[CH:11][N:10]=1. (7) Given the reactants [CH2:1]([NH:8][C:9]([N:11]1[CH:16]2[C@H:17]([CH3:41])[N:18]([CH2:30][C:31]3[CH:32]=[CH:33][CH:34]=[C:35]4[C:40]=3[N:39]=[CH:38][CH:37]=[CH:36]4)[C:19](=[O:29])[C@H:20]([CH2:21][C:22]3[CH:27]=[CH:26][C:25]([OH:28])=[CH:24][CH:23]=3)[N:15]2[C:14](=[O:42])[CH2:13][N:12]1[CH3:43])=[O:10])[C:2]1[CH:7]=[CH:6][CH:5]=[CH:4][CH:3]=1.[I-].[Na+].C(=O)([O-])[O-].[K+].[K+].[CH3:52][CH2:53][O:54][C:55]([O:57][CH:58](Cl)[CH3:59])=[O:56], predict the reaction product. The product is: [C:55](=[O:56])([O:57][CH2:58][CH3:59])[O:54][CH:53]([O:28][C:25]1[CH:24]=[CH:23][C:22]([CH2:21][C@@H:20]2[N:15]3[CH:16]([N:11]([C:9](=[O:10])[NH:8][CH2:1][C:2]4[CH:3]=[CH:4][CH:5]=[CH:6][CH:7]=4)[N:12]([CH3:43])[CH2:13][C:14]3=[O:42])[C@H:17]([CH3:41])[N:18]([CH2:30][C:31]3[CH:32]=[CH:33][CH:34]=[C:35]4[C:40]=3[N:39]=[CH:38][CH:37]=[CH:36]4)[C:19]2=[O:29])=[CH:27][CH:26]=1)[CH3:52]. (8) Given the reactants [N:1]([C:4]1[CH:9]=[CH:8][CH:7]=[CH:6][C:5]=1[S:10][C:11]1[CH:16]=[CH:15][CH:14]=[CH:13][CH:12]=1)=[C:2]=[O:3].[Cl-].[Cl-].[Cl-].[Al+3], predict the reaction product. The product is: [CH:15]1[C:16]2[C:2](=[O:3])[NH:1][C:4]3[CH:9]=[CH:8][CH:7]=[CH:6][C:5]=3[S:10][C:11]=2[CH:12]=[CH:13][CH:14]=1. (9) Given the reactants [CH2:1]([O:3][C:4](=[O:38])[C:5]1[CH:10]=[CH:9][CH:8]=[C:7]([N:11]2[C:15]([CH3:16])=[CH:14][CH:13]=[C:12]2[C:17]2[CH:22]=[C:21]([Br:23])[CH:20]=[CH:19][C:18]=2[O:24][CH2:25][C:26]2[CH:31]=[CH:30][C:29](C3C=CC=CC=3)=[CH:28][CH:27]=2)[CH:6]=1)[CH3:2].C([Br:46])C1C=CC=CC=1, predict the reaction product. The product is: [CH2:1]([O:3][C:4](=[O:38])[C:5]1[CH:10]=[CH:9][CH:8]=[C:7]([N:11]2[C:15]([CH3:16])=[CH:14][CH:13]=[C:12]2[C:17]2[CH:22]=[C:21]([Br:23])[CH:20]=[CH:19][C:18]=2[O:24][CH2:25][C:26]2[CH:31]=[CH:30][C:29]([Br:46])=[CH:28][CH:27]=2)[CH:6]=1)[CH3:2]. (10) Given the reactants [S:1]1[C:5]2[CH:6]=[C:7]([NH2:10])[CH:8]=[CH:9][C:4]=2[N:3]=[CH:2]1.[Cl:11][CH2:12][C:13]([N:16]=[C:17]=[O:18])([CH3:15])[CH3:14].CO, predict the reaction product. The product is: [S:1]1[C:5]2[CH:6]=[C:7]([NH:10][C:17]([NH:16][C:13]([CH3:15])([CH3:14])[CH2:12][Cl:11])=[O:18])[CH:8]=[CH:9][C:4]=2[N:3]=[CH:2]1.